Dataset: Forward reaction prediction with 1.9M reactions from USPTO patents (1976-2016). Task: Predict the product of the given reaction. (1) Given the reactants C([O:3][C:4]([C:6]1[S:10][C:9]([C:11]2[CH:16]=[CH:15][C:14]([O:17][CH3:18])=[CH:13][CH:12]=2)=[N:8][C:7]=1[CH:19]([F:21])[F:20])=[O:5])C.[OH-].[Li+].C(O)(=O)C, predict the reaction product. The product is: [F:21][CH:19]([F:20])[C:7]1[N:8]=[C:9]([C:11]2[CH:16]=[CH:15][C:14]([O:17][CH3:18])=[CH:13][CH:12]=2)[S:10][C:6]=1[C:4]([OH:5])=[O:3]. (2) Given the reactants [O:1]1[C:5]2[CH:6]=[CH:7][CH:8]=[CH:9][C:4]=2[CH:3]=[C:2]1[C:10]1[N:14]2[N:15]=[C:16]([NH2:19])[CH:17]=[CH:18][C:13]2=[N:12][CH:11]=1.[O:20]=[C:21]1[NH:26][C:25]([C:27](O)=[O:28])=[CH:24][C:23](=[O:30])[NH:22]1.C(N(C(C)C)C(C)C)C.C(P1(=O)OP(=O)(CCC)OP(=O)(CCC)O1)CC, predict the reaction product. The product is: [O:1]1[C:5]2[CH:6]=[CH:7][CH:8]=[CH:9][C:4]=2[CH:3]=[C:2]1[C:10]1[N:14]2[N:15]=[C:16]([NH:19][C:27]([C:25]3[NH:26][C:21](=[O:20])[NH:22][C:23](=[O:30])[CH:24]=3)=[O:28])[CH:17]=[CH:18][C:13]2=[N:12][CH:11]=1.